This data is from Experimentally validated miRNA-target interactions with 360,000+ pairs, plus equal number of negative samples. The task is: Binary Classification. Given a miRNA mature sequence and a target amino acid sequence, predict their likelihood of interaction. (1) The miRNA is mmu-miR-301b-3p with sequence CAGUGCAAUGGUAUUGUCAAAGC. The protein sequence of the target gene is MASLWCGNLLRLGSGLSMSCLALSVLLLAQLTGAAKNFEDVRCKCICPPYKENPGHIYNKNISQKDCDCLHVVEPMPVRGPDVEAYCLRCECKYEERSSVTIKVTIIIYLSILGLLLLYMVYLTLVEPILKRRLFGHSQLLQSDDDVGDHQPFANAHDVLARSRSRANVLNKVEYAQQRWKLQVQEQRKSVFDRHVVLS. Result: 1 (interaction). (2) The miRNA is hsa-miR-515-5p with sequence UUCUCCAAAAGAAAGCACUUUCUG. The protein sequence of the target gene is MAALRPLVKPKIVKKRTKKFIRHQSDRYVKIKRNWRKPRGIDNRVRRRFKGQILMPNIGYGSNKKTKHMLPSGFRKFLVHNVKELEVLLMCNKSYCAEIAHNVSSKNRKAIVERAAQLAIRVTNPNARLRSEENE. Result: 1 (interaction). (3) The miRNA is mmu-miR-322-5p with sequence CAGCAGCAAUUCAUGUUUUGGA. The protein sequence of the target gene is MTMAGGRRGLVAPQNTFLENIVRRSNDTNFVLGNAQIVDWPIVYSNDGFCKLSGYHRAEVMQKSSACSFMYGELTDKDTVEKVRQTFENYEMNSFEILMYKKNRTPVWFFVKIAPIRNEQDKVVLFLCTFSDITAFKQPIEDDSCKGWGKFARLTRALTSSRGVLQQLAPSVQKGENVHKHSRLAEVLQLGSDILPQYKQEAPKTPPHIILHYCVFKTTWDWIILILTFYTAILVPYNVSFKTRQNNVAWLVVDSIVDVIFLVDIVLNFHTTFVGPAGEVISDPKLIRMNYLKTWFVIDL.... Result: 0 (no interaction). (4) The miRNA is hsa-miR-106b-5p with sequence UAAAGUGCUGACAGUGCAGAU. The protein sequence of the target gene is MESRKLISATDIQYSGSLLNSLNEQRGHGLFCDVTVIVEDRKFRAHKNILSASSTYFHQLFSVAGQVVELSFIRAEIFAEILNYIYSSKIVRVRSDLLDELIKSGQLLGVKFIAELGVPLSQVKSISGTAQDGNTEPLPPDSGDKNLVIQKSKDEAQDNGATIMPIITESFSLSAEDYEMKKIIVTDSDDDDDDVIFCSEILPTKETLPSNNTVAQVQSNPGPVAISDVAPSASNNSPPLTNITPTQKLPTPVNQATLSQTQGSEKLLVSSAPTHLTPNIILLNQTPLSTPPNVSSSLPN.... Result: 1 (interaction). (5) The miRNA is hsa-miR-4778-5p with sequence AAUUCUGUAAAGGAAGAAGAGG. The protein sequence of the target gene is MAHELVMFRDVAIDVSQEEWECLNPAQRNLYKEVMLENYSNLVSLGLSVSKPAVISSLEQGKEPWMVVREETGRWCPGTWKTWGFHNNFLDNNEATDINADLASRDEPQKLSPKRDIYETELSQWVNMEEFKSHSPERSIFSAIWEGNCHFEQHQGQEEGYFRQLMINHENMPIFSQHTLLTQEFYDREKISECKKCRKIFSYHLFFSHHKRTHSKELSECKECTEIVNTPCLFKQQTIQNGDKCNECKECWKAFVHCSQLKHLRIHNGEKRYECNECGKAFNYGSELTLHQRIHTGEKP.... Result: 0 (no interaction). (6) The miRNA is hsa-miR-6883-5p with sequence AGGGAGGGUGUGGUAUGGAUGU. The protein sequence of the target gene is MPGSALLCCLLLLTGMRISRGQYSREDNNCTHFPVGQSHMLLELRTAFSQVKTFFQTKDQLDNILLTDSLMQDFKGYLGCQALSEMIQFYLVEVMPQAEKHGPEIKEHLNSLGEKLKTLRMRLRRCHRFLPCENKSKAVEQVKSDFNKLQDQGVYKAMNEFDIFINCIEAYMMIKMKS. Result: 0 (no interaction). (7) The miRNA is mmu-miR-29a-5p with sequence ACUGAUUUCUUUUGGUGUUCAG. The protein sequence of the target gene is MLVCYSVLACESLWDLPCSIMGSPLGHFTWDKYLKETCSVPAPVHCFKQSYTPPSNEFKISMKLEAQDPRNTTSTCIATVVGLTGARLRLRLDGSDNKNDFWRLVDSSEIQPIGNCEKNGGMLQPPLGFRLNASSWPMFLLKTLNGAEMAPIKIFHKEPPSPSHNFFKMGMKLEAVDRKNPHFICPATIGEVRGAEVLVTFDGWRGAFDYWCRFDSRDIFPVGWCSLTGDNLQPPGTKVVIPKNPSPSSDVSTEKPSIHSTKTVLEHQPGQRGRKPGKKRGRTPKILIPHPTSTPSKSAE.... Result: 0 (no interaction).